The task is: Predict the reaction yield, written as a fraction of the theoretical maximum amount of product (1.0 means a 100% yield; for example, 0.34 means a 34% yield).. This data is from Reaction yield outcomes from USPTO patents with 853,638 reactions. (1) The reactants are CO[C:3](=[NH:11])[C:4]1[CH:9]=[CH:8][CH:7]=[CH:6][C:5]=1[OH:10].[F:12][C:13]1[CH:18]=[CH:17][CH:16]=[CH:15][C:14]=1[CH2:19][CH2:20][NH2:21].[C:22](OC)(=[O:27])[CH2:23][C:24]([CH3:26])=O. The catalyst is CO.O. The product is [F:12][C:13]1[CH:18]=[CH:17][CH:16]=[CH:15][C:14]=1[CH2:19][CH2:20][N:21]1[C:22](=[O:27])[CH:23]=[C:24]([CH3:26])[N:11]=[C:3]1[C:4]1[CH:9]=[CH:8][CH:7]=[CH:6][C:5]=1[OH:10]. The yield is 0.100. (2) The reactants are [O:1]1[C:5]2[CH:6]=[CH:7][CH:8]=[CH:9][C:4]=2[CH:3]=[C:2]1[C:10]([NH:12][C:13]1[S:14][CH:15]=[C:16](OS(C(F)(F)F)(=O)=O)[C:17]=1[C:18]([O:20]C(C)(C)C)=[O:19])=[O:11].[CH3:33][C:34]1[CH:35]=[CH:36][C:37](B(O)O)=[C:38]2[C:43]=1[N:42]=[CH:41][CH:40]=[CH:39]2.C(=O)([O-])[O-].[Na+].[Na+].C(O)C. The catalyst is C1C=CC([P]([Pd]([P](C2C=CC=CC=2)(C2C=CC=CC=2)C2C=CC=CC=2)([P](C2C=CC=CC=2)(C2C=CC=CC=2)C2C=CC=CC=2)[P](C2C=CC=CC=2)(C2C=CC=CC=2)C2C=CC=CC=2)(C2C=CC=CC=2)C2C=CC=CC=2)=CC=1.O.C1(C)C=CC=CC=1. The product is [O:1]1[C:5]2[CH:6]=[CH:7][CH:8]=[CH:9][C:4]=2[CH:3]=[C:2]1[C:10]([NH:12][C:13]1[S:14][CH:15]=[C:16]([C:37]2[CH:36]=[CH:35][C:34]([CH3:33])=[C:43]3[C:38]=2[CH:39]=[CH:40][CH:41]=[N:42]3)[C:17]=1[C:18]([OH:20])=[O:19])=[O:11]. The yield is 0.310. (3) The reactants are Br[C:2]1[N:7]=[N:6][C:5]([NH2:8])=[N:4][C:3]=1[C:9]1[CH:14]=[CH:13][CH:12]=[CH:11][CH:10]=1.[O:15]1[CH:19]=[CH:18][CH:17]=[C:16]1B(O)O. No catalyst specified. The product is [O:15]1[CH:19]=[CH:18][CH:17]=[C:16]1[C:2]1[N:7]=[N:6][C:5]([NH2:8])=[N:4][C:3]=1[C:9]1[CH:14]=[CH:13][CH:12]=[CH:11][CH:10]=1. The yield is 0.350. (4) The reactants are [AlH4-].[Li+].[NH2:3][C:4]1([C:10](O)=[O:11])[CH2:9][CH2:8][CH2:7][CH2:6][CH2:5]1.C(=O)([O-])[O-].[Na+].[Na+].C(=O)([O-])[O-]. The catalyst is O1CCCC1.C(Cl)Cl. The product is [NH2:3][C:4]1([CH2:10][OH:11])[CH2:9][CH2:8][CH2:7][CH2:6][CH2:5]1. The yield is 0.990. (5) The reactants are [CH:1]1([OH:10])[C:9]2[C:4](=[CH:5][CH:6]=[CH:7][CH:8]=2)[CH2:3][CH2:2]1.[H-].[Na+].Cl[C:14]1[C:15]2[CH:24]=[CH:23][N:22]([C:25]3[CH:30]=[CH:29][C:28]([CH3:31])=[CH:27][C:26]=3[CH3:32])[C:16]=2[C:17](=[O:21])[N:18]([CH3:20])[N:19]=1. The catalyst is CN(C=O)C.O. The product is [CH:1]1([O:10][C:14]2[C:15]3[CH:24]=[CH:23][N:22]([C:25]4[CH:30]=[CH:29][C:28]([CH3:31])=[CH:27][C:26]=4[CH3:32])[C:16]=3[C:17](=[O:21])[N:18]([CH3:20])[N:19]=2)[C:9]2[C:4](=[CH:5][CH:6]=[CH:7][CH:8]=2)[CH2:3][CH2:2]1. The yield is 0.480. (6) The reactants are [F:1][C:2]1[CH:11]=[C:10]2[C:5]([CH:6]=[C:7]([CH2:30][CH2:31][CH3:32])[C:8]([C:24]3[CH:29]=[CH:28][CH:27]=[CH:26][CH:25]=3)=[C:9]2[O:12][C:13]2[CH:18]=[CH:17][C:16](/[CH:19]=[CH:20]/[C:21]([OH:23])=[O:22])=[CH:15][CH:14]=2)=[CH:4][C:3]=1[O:33]C.B(Br)(Br)Br. The catalyst is C(Cl)Cl. The product is [F:1][C:2]1[CH:11]=[C:10]2[C:5]([CH:6]=[C:7]([CH2:30][CH2:31][CH3:32])[C:8]([C:24]3[CH:25]=[CH:26][CH:27]=[CH:28][CH:29]=3)=[C:9]2[O:12][C:13]2[CH:18]=[CH:17][C:16](/[CH:19]=[CH:20]/[C:21]([OH:23])=[O:22])=[CH:15][CH:14]=2)=[CH:4][C:3]=1[OH:33]. The yield is 0.840. (7) The reactants are [C:1]([C:3]1[CH:8]=[CH:7][C:6]([NH:9][CH:10]([C:16]2[CH:21]=[CH:20][C:19]([OH:22])=[C:18]([CH2:23][CH3:24])[CH:17]=2)[C:11]([O:13][CH2:14][CH3:15])=[O:12])=[CH:5][CH:4]=1)#[N:2].C1(=O)O[CH2:28][CH2:27][O:26]1. The catalyst is [Br-].C([N+](CCCC)(CCCC)CCCC)CCC.CN(C=O)C. The product is [C:1]([C:3]1[CH:8]=[CH:7][C:6]([NH:9][CH:10]([C:16]2[CH:21]=[CH:20][C:19]([O:22][CH2:28][CH2:27][OH:26])=[C:18]([CH2:23][CH3:24])[CH:17]=2)[C:11]([O:13][CH2:14][CH3:15])=[O:12])=[CH:5][CH:4]=1)#[N:2]. The yield is 0.240. (8) The reactants are Cl.[Br:2][C:3]1[NH:7][C:6]([C@@H:8]2[CH2:12][CH2:11][CH2:10][NH:9]2)=[N:5][CH:4]=1.Cl.CN(C)[CH2:16][CH2:17][CH2:18]N=C=NCC.[OH2:25].ON1C2C=CC=CC=2N=N1.C[N:37]1[CH2:42][CH2:41][O:40]C[CH2:38]1.CN([CH:46]=[O:47])C. The catalyst is O. The product is [Br:2][C:3]1[NH:7][C:6]([C@@H:8]2[CH2:12][CH2:11][CH2:10][N:9]2[C:41](=[O:40])[C@@H:42]([NH:37][C:38](=[O:25])[O:47][CH3:46])[CH:17]([CH3:18])[CH3:16])=[N:5][CH:4]=1. The yield is 0.880. (9) The reactants are [C:1]([O:5][C:6]([N:8]1[CH2:12][C@@H:11]([O:13][CH3:14])[CH2:10][C@H:9]1[C:15](O)=O)=[O:7])([CH3:4])([CH3:3])[CH3:2].[Br:18][C:19]1[CH:28]=[CH:27]C(C(=O)CBr)=[CH:21][CH:20]=1.C([N:32](CC)[CH:33]([CH3:35])[CH3:34])(C)C.C([O-])(=O)C.[NH4+:42]. The catalyst is C(Cl)Cl. The product is [C:1]([O:5][C:6]([N:8]1[CH2:12][C@@H:11]([O:13][CH3:14])[CH2:10][C@H:9]1[C:15]1[NH:42][CH:35]=[C:33]([C:34]2[CH:27]=[CH:28][C:19]([Br:18])=[CH:20][CH:21]=2)[N:32]=1)=[O:7])([CH3:2])([CH3:3])[CH3:4]. The yield is 0.960.